This data is from Full USPTO retrosynthesis dataset with 1.9M reactions from patents (1976-2016). The task is: Predict the reactants needed to synthesize the given product. (1) Given the product [F:1][C:2]([F:15])([F:14])[C:3]1[CH:13]=[CH:12][C:6]([CH:7]=[CH:8][C:9]([NH2:27])=[O:10])=[CH:5][CH:4]=1, predict the reactants needed to synthesize it. The reactants are: [F:1][C:2]([F:15])([F:14])[C:3]1[CH:13]=[CH:12][C:6]([CH:7]=[CH:8][C:9](O)=[O:10])=[CH:5][CH:4]=1.C1(C)C=CC=CC=1.S(Cl)(Cl)=O.[NH3:27]. (2) Given the product [N:1]1[CH:2]=[CH:3][N:4]2[C:9]([NH:10][C:13]([N:43]3[CH2:44][CH2:45][N:40]([CH2:39][C:38]4[CH:46]=[CH:47][CH:48]=[C:36]([O:35][C:34]5[CH:49]=[CH:50][C:31]([Cl:30])=[CH:32][CH:33]=5)[CH:37]=4)[CH2:41][CH2:42]3)=[O:14])=[CH:8][CH:7]=[CH:6][C:5]=12, predict the reactants needed to synthesize it. The reactants are: [N:1]1[CH:2]=[CH:3][N:4]2[C:9]([NH2:10])=[CH:8][CH:7]=[CH:6][C:5]=12.C1C(=O)N(OC(ON2C(=O)CCC2=O)=O)[C:13](=[O:14])C1.Cl.[Cl:30][C:31]1[CH:50]=[CH:49][C:34]([O:35][C:36]2[CH:37]=[C:38]([CH:46]=[CH:47][CH:48]=2)[CH2:39][N:40]2[CH2:45][CH2:44][NH:43][CH2:42][CH2:41]2)=[CH:33][CH:32]=1.C(N(C(C)C)CC)(C)C. (3) Given the product [F:1][C:2]([F:8])([F:7])[CH2:3][CH2:4][CH2:5][NH:29][CH2:28][C:23]([CH3:24])=[CH2:22], predict the reactants needed to synthesize it. The reactants are: [F:1][C:2]([F:8])([F:7])[CH2:3][CH2:4][CH:5]=O.C1(N(C)C2C=CC([C:22]3C=CC=[CH:24][C:23]=3[C:28]3NN=N[N:29]=3)=CC=2NC(NC2C=CC(C(F)(F)F)=CC=2)=O)CCCCC1.[BH4-].[Na+]. (4) Given the product [CH2:1]([C:8]1[CH:9]=[N:10][C:11]2[C:16]([C:17]=1[C:18]1[CH:19]=[C:20]([NH:24][CH2:34][C:33]3[CH:36]=[CH:37][CH:38]=[C:39]([O:40][CH3:41])[C:32]=3[O:31][CH2:29][CH3:30])[CH:21]=[CH:22][CH:23]=1)=[CH:15][CH:14]=[CH:13][C:12]=2[C:25]([F:28])([F:26])[F:27])[C:2]1[CH:3]=[CH:4][CH:5]=[CH:6][CH:7]=1, predict the reactants needed to synthesize it. The reactants are: [CH2:1]([C:8]1[CH:9]=[N:10][C:11]2[C:16]([C:17]=1[C:18]1[CH:19]=[C:20]([NH2:24])[CH:21]=[CH:22][CH:23]=1)=[CH:15][CH:14]=[CH:13][C:12]=2[C:25]([F:28])([F:27])[F:26])[C:2]1[CH:7]=[CH:6][CH:5]=[CH:4][CH:3]=1.[CH2:29]([O:31][C:32]1[C:39]([O:40][CH3:41])=[CH:38][CH:37]=[CH:36][C:33]=1[CH:34]=O)[CH3:30]. (5) Given the product [OH:26][CH:27]1[CH2:32][CH2:31][N:30]([C:2]2[N:7]=[N:6][C:5]([C:8]([O:10][CH3:14])=[O:9])=[CH:4][CH:3]=2)[CH2:29][CH2:28]1, predict the reactants needed to synthesize it. The reactants are: Cl[C:2]1[N:7]=[N:6][C:5]([C:8]([OH:10])=[O:9])=[CH:4][CH:3]=1.C[O-].[Na+].[CH3:14]OC1N=NC(C(O)=O)=CC=1.[Cl-].[OH:26][CH:27]1[CH2:32][CH2:31][NH:30][CH2:29][CH2:28]1.C(N(C(C)C)CC)(C)C. (6) Given the product [CH2:1]([N:8]1[CH2:11][CH:10]([OH:12])[CH2:9]1)[C:2]1[CH:3]=[CH:4][CH:5]=[CH:6][CH:7]=1, predict the reactants needed to synthesize it. The reactants are: [CH2:1]([N:8]1[CH2:11][CH:10]([O:12][Si](C)(C)C)[CH2:9]1)[C:2]1[CH:7]=[CH:6][CH:5]=[CH:4][CH:3]=1.C[O-].[Na+].